Dataset: Reaction yield outcomes from USPTO patents with 853,638 reactions. Task: Predict the reaction yield, written as a fraction of the theoretical maximum amount of product (1.0 means a 100% yield; for example, 0.34 means a 34% yield). (1) The reactants are [F:1][C:2]1[CH:7]=[CH:6][CH:5]=[CH:4][C:3]=1[C:8]1[NH:9][CH:10]=[C:11]([CH:13]=[O:14])[N:12]=1.[H-].[Na+].C1OCCOCCOCCOCCOC1.[S:32]1[CH:36]=[CH:35][C:34]([S:37](Cl)(=[O:39])=[O:38])=[CH:33]1. The catalyst is O1CCCC1.O. The product is [F:1][C:2]1[CH:7]=[CH:6][CH:5]=[CH:4][C:3]=1[C:8]1[N:9]([S:37]([C:34]2[CH:35]=[CH:36][S:32][CH:33]=2)(=[O:39])=[O:38])[CH:10]=[C:11]([CH:13]=[O:14])[N:12]=1. The yield is 0.790. (2) The reactants are [CH2:1]([C@@H:8]1[CH2:12][O:11][C:10](=[O:13])[NH:9]1)[C:2]1[CH:7]=[CH:6][CH:5]=[CH:4][CH:3]=1.C([O-])([O-])=O.[K+].[K+].CN[C@@H:22]1[CH2:27][CH2:26][CH2:25][CH2:24][C@H:23]1NC.IC1C=CC=CC=1. The catalyst is [Cu]I.C1(C)C=CC=CC=1. The product is [CH2:1]([C@@H:8]1[CH2:12][O:11][C:10](=[O:13])[N:9]1[C:22]1[CH:27]=[CH:26][CH:25]=[CH:24][CH:23]=1)[C:2]1[CH:3]=[CH:4][CH:5]=[CH:6][CH:7]=1. The yield is 0.990. (3) The reactants are Cl[C:2]1[N:3]=[CH:4][C:5]2[CH:11]=[N:10][CH:9]=[C:8]([I:12])[C:6]=2[N:7]=1.Cl.[NH2:14][C@H:15]1[CH2:20][CH2:19][CH2:18][CH2:17][C@H:16]1[OH:21].C(N(CC)CC)C. The catalyst is C(O)C. The product is [I:12][C:8]1[C:6]2[N:7]=[C:2]([NH:14][C@H:15]3[CH2:20][CH2:19][CH2:18][CH2:17][C@H:16]3[OH:21])[N:3]=[CH:4][C:5]=2[CH:11]=[N:10][CH:9]=1. The yield is 0.260. (4) The product is [CH3:1][O:2][C:3](=[O:16])[C:4]1[CH:9]=[C:8]([C:22]2[CH:27]=[N:26][CH:25]=[CH:24][N:23]=2)[C:7]([C:11]([F:14])([F:13])[F:12])=[CH:6][C:5]=1[NH2:15]. The reactants are [CH3:1][O:2][C:3](=[O:16])[C:4]1[CH:9]=[C:8](I)[C:7]([C:11]([F:14])([F:13])[F:12])=[CH:6][C:5]=1[NH2:15].C([Sn](CCCC)(CCCC)[C:22]1[CH:27]=[N:26][CH:25]=[CH:24][N:23]=1)CCC.[Li+].[Cl-].C(C1C(C)=CC=C(O)C=1C(C)(C)C)(C)(C)C. The catalyst is O1CCOCC1.C1C=CC([P]([Pd]([P](C2C=CC=CC=2)(C2C=CC=CC=2)C2C=CC=CC=2)([P](C2C=CC=CC=2)(C2C=CC=CC=2)C2C=CC=CC=2)[P](C2C=CC=CC=2)(C2C=CC=CC=2)C2C=CC=CC=2)(C2C=CC=CC=2)C2C=CC=CC=2)=CC=1. The yield is 0.380. (5) The reactants are [CH3:1][O:2][C:3](=[O:18])[CH:4]([C:11]1[CH:16]=[CH:15][C:14](I)=[CH:13][CH:12]=1)[CH2:5][CH:6]1[CH2:10][CH2:9][CH2:8][CH2:7]1.[CH2:19]([O:22][CH3:23])[C:20]#[CH:21]. The catalyst is CN(C)C=O.C1C=CC(P(C2C=CC=CC=2)C2C=CC=CC=2)=CC=1.C1C=CC(P(C2C=CC=CC=2)C2C=CC=CC=2)=CC=1.Cl[Pd]Cl.C(N(CC)CC)C.[I-]. The product is [CH3:1][O:2][C:3](=[O:18])[CH:4]([C:11]1[CH:16]=[CH:15][C:14]([C:21]#[C:20][CH2:19][O:22][CH3:23])=[CH:13][CH:12]=1)[CH2:5][CH:6]1[CH2:10][CH2:9][CH2:8][CH2:7]1. The yield is 0.838. (6) The product is [CH3:25][O:26][C:27]([C:29]1([NH:35][C:10]([O:49][CH2:43][C:44]2[O:48][CH:47]=[CH:46][CH:45]=2)=[O:11])[CH2:30][CH2:31][CH2:32][CH2:33][CH2:34]1)=[O:28]. The yield is 0.880. The catalyst is C1(C)C=CC=CC=1. The reactants are CN(C1C=CC=CN=1)C.[C:10](OC(OC(C)(C)C)=O)(OC(C)(C)C)=[O:11].[CH3:25][O:26][C:27]([C:29]1([NH2:35])[CH2:34][CH2:33][CH2:32][CH2:31][CH2:30]1)=[O:28].C(N(CC)CC)C.[CH2:43]([OH:49])[C:44]1[O:48][CH:47]=[CH:46][CH:45]=1. (7) The reactants are [Br:1][C:2]1[C:11]([Cl:12])=[C:10]([CH2:13][C:14]2[CH:19]=[CH:18][C:17]([CH2:20][CH3:21])=[CH:16][CH:15]=2)[CH:9]=[C:8]([CH:22]2[C@H:27]([O:28][CH2:29][C:30]3[CH:35]=[CH:34][CH:33]=[CH:32][CH:31]=3)[C@@H:26]([O:36][CH2:37][C:38]3[CH:43]=[CH:42][CH:41]=[CH:40][CH:39]=3)[C@H:25]([O:44][CH2:45][C:46]3[CH:51]=[CH:50][CH:49]=[CH:48][CH:47]=3)[C@@H:24]([CH2:52][O:53][CH2:54][C:55]3[CH:60]=[CH:59][CH:58]=[CH:57][CH:56]=3)[O:23]2)[C:3]=1[O:4][CH2:5]CO.C1(P(C2C=CC=CC=2)C2C=CC=CC=2)C=CC=CC=1.[C:80]([Cl:84])(Cl)(Cl)Cl. No catalyst specified. The product is [CH2:45]([O:44][C@H:25]1[C@H:26]([O:36][CH2:37][C:38]2[CH:39]=[CH:40][CH:41]=[CH:42][CH:43]=2)[C@@H:27]([O:28][CH2:29][C:30]2[CH:35]=[CH:34][CH:33]=[CH:32][CH:31]=2)[CH:22]([C:8]2[CH:9]=[C:10]([CH2:13][C:14]3[CH:15]=[CH:16][C:17]([CH2:20][CH3:21])=[CH:18][CH:19]=3)[C:11]([Cl:12])=[C:2]([Br:1])[C:3]=2[O:4][CH2:5][CH2:80][Cl:84])[O:23][C@@H:24]1[CH2:52][O:53][CH2:54][C:55]1[CH:56]=[CH:57][CH:58]=[CH:59][CH:60]=1)[C:46]1[CH:51]=[CH:50][CH:49]=[CH:48][CH:47]=1. The yield is 0.520. (8) The reactants are N1C(Cl)=NC(Cl)=NC=1[Cl:3].CN(C)C=O.[Cl:15][C:16]1[C:17]([F:38])=[C:18]([CH:27]2[CH2:30][N:29]([C:31]([O:33][C:34]([CH3:37])([CH3:36])[CH3:35])=[O:32])[CH2:28]2)[C:19]([O:25][CH3:26])=[C:20]([CH:22](O)[CH3:23])[CH:21]=1.O. The catalyst is ClCCl. The product is [Cl:15][C:16]1[C:17]([F:38])=[C:18]([CH:27]2[CH2:30][N:29]([C:31]([O:33][C:34]([CH3:37])([CH3:36])[CH3:35])=[O:32])[CH2:28]2)[C:19]([O:25][CH3:26])=[C:20]([CH:22]([Cl:3])[CH3:23])[CH:21]=1. The yield is 0.530. (9) The reactants are [CH3:1][O:2][C:3]1[CH:8]=[CH:7][C:6]([CH:9]2[CH2:14][C:13](=[O:15])[CH2:12][C:11](=[O:16])[CH2:10]2)=[CH:5][CH:4]=1.[Br:17]Br. The catalyst is CC(O)=O. The product is [Br:17][CH:12]1[C:11](=[O:16])[CH2:10][CH:9]([C:6]2[CH:5]=[CH:4][C:3]([O:2][CH3:1])=[CH:8][CH:7]=2)[CH2:14][C:13]1=[O:15]. The yield is 1.00.